Dataset: Peptide-MHC class II binding affinity with 134,281 pairs from IEDB. Task: Regression. Given a peptide amino acid sequence and an MHC pseudo amino acid sequence, predict their binding affinity value. This is MHC class II binding data. (1) The peptide sequence is VLGLPAIKAWVAKRP. The MHC is DRB4_0101 with pseudo-sequence DRB4_0103. The binding affinity (normalized) is 0.601. (2) The peptide sequence is GELQIVDKIDAAFQI. The MHC is DRB5_0101 with pseudo-sequence DRB5_0101. The binding affinity (normalized) is 0.368. (3) The peptide sequence is KEYTFPITLSSTSNP. The MHC is DRB1_0701 with pseudo-sequence DRB1_0701. The binding affinity (normalized) is 0.251. (4) The peptide sequence is AAVDKDAVIVAAAGN. The MHC is DRB1_0701 with pseudo-sequence DRB1_0701. The binding affinity (normalized) is 0.386. (5) The peptide sequence is LDCAFCSSRILELCF. The MHC is DRB1_0101 with pseudo-sequence DRB1_0101. The binding affinity (normalized) is 0.572.